This data is from Retrosynthesis with 50K atom-mapped reactions and 10 reaction types from USPTO. The task is: Predict the reactants needed to synthesize the given product. (1) Given the product COc1ccc(N2C(=O)N(Cc3ccnc4ccccc34)C(C)(C)C2=O)cc1OCCNC1CCN(C)CC1, predict the reactants needed to synthesize it. The reactants are: CN1CCC(N)CC1.COc1ccc(N2C(=O)N(Cc3ccnc4ccccc34)C(C)(C)C2=O)cc1OCC=O. (2) Given the product O=C(Oc1ccc(Oc2ncc(C(F)(F)F)cc2Cl)cc1)N1CCN(CC2CCCCC2)CC1, predict the reactants needed to synthesize it. The reactants are: C1CCC(CN2CCNCC2)CC1.O=C(Cl)Oc1ccc(Oc2ncc(C(F)(F)F)cc2Cl)cc1. (3) Given the product COc1ccc(CN2C(=O)C(C)(C)SC[C@@]2(C)c2cc(Br)ccc2F)c(OC)c1, predict the reactants needed to synthesize it. The reactants are: COc1ccc(CN[C@@](C)(CSC(C)(C)C(=O)O)c2cc(Br)ccc2F)c(OC)c1. (4) Given the product Cn1nc(-c2ccc(N)cc2)c2ccccc2c1=O, predict the reactants needed to synthesize it. The reactants are: Cn1nc(-c2ccc([N+](=O)[O-])cc2)c2ccccc2c1=O. (5) The reactants are: BrCc1ccccc1.Cn1c(=O)oc2cc(Br)cnc21. Given the product Cn1c(=O)oc2cc(Cc3ccccc3)cnc21, predict the reactants needed to synthesize it. (6) Given the product Cc1c(C(Nc2ccc(C(=O)O)nc2)C(C)C)oc2ccc(OCC3CC3)cc12, predict the reactants needed to synthesize it. The reactants are: COC(=O)c1ccc(NC(c2oc3ccc(OCC4CC4)cc3c2C)C(C)C)cn1. (7) The reactants are: CC1(C)C2Cc3c(n[nH]c3C(N)=O)C21. Given the product CC1(C)C2Cc3c(n[nH]c3C#N)C21, predict the reactants needed to synthesize it.